From a dataset of Reaction yield outcomes from USPTO patents with 853,638 reactions. Predict the reaction yield, written as a fraction of the theoretical maximum amount of product (1.0 means a 100% yield; for example, 0.34 means a 34% yield). (1) The reactants are [F:1][C:2]1[CH:20]=[CH:19][CH:18]=[C:17]([F:21])[C:3]=1[CH2:4][N:5]1[C:9]2[CH:10]=[CH:11][CH:12]=[C:13]([CH3:14])[C:8]=2[N:7]=[C:6]1[CH:15]=[O:16].N1C=CC=CC=1.[F:28][C:29]1[CH:47]=[CH:46][CH:45]=[C:44]([F:48])[C:30]=1[CH2:31][N:32]1[C:36]2[CH:37]=[CH:38][CH:39]=[C:40]([CH3:41])[C:35]=2[N:34]=[C:33]1CO. The catalyst is C(Cl)Cl.CN(C=O)C. The product is [F:1][C:2]1[CH:20]=[CH:19][CH:18]=[C:17]([F:21])[C:3]=1[CH2:4][N:5]1[C:9]2[CH:10]=[CH:11][CH:12]=[C:13]([CH3:14])[C:8]=2[N:7]=[C:6]1[CH:15]=[O:16].[F:28][C:29]1[CH:47]=[CH:46][CH:45]=[C:44]([F:48])[C:30]=1[CH2:31][N:32]1[C:36]2[CH:37]=[CH:38][CH:39]=[C:40]([CH3:41])[C:35]=2[N:34]=[CH:33]1. The yield is 0.440. (2) The reactants are [C:1]([O:5][C@@H:6]([C:12]1[C:13]([CH3:41])=[N:14][C:15]2[N:16]([N:33]=[C:34]([C:36]([O:38][CH2:39][CH3:40])=[O:37])[CH:35]=2)[C:17]=1[N:18]1[CH2:23][CH2:22][C:21]([O:25][CH2:26][CH2:27][CH2:28][CH2:29][C@H:30]([OH:32])[CH3:31])([CH3:24])[CH2:20][CH2:19]1)[C:7]([O:9][CH2:10][CH3:11])=[O:8])([CH3:4])([CH3:3])[CH3:2].N1C=CN=C1.[C:47]([Si:51](Cl)([C:58]1[CH:63]=[CH:62][CH:61]=[CH:60][CH:59]=1)[C:52]1[CH:57]=[CH:56][CH:55]=[CH:54][CH:53]=1)([CH3:50])([CH3:49])[CH3:48].O. The catalyst is CN(C=O)C. The product is [C:1]([O:5][C@@H:6]([C:12]1[C:13]([CH3:41])=[N:14][C:15]2[N:16]([N:33]=[C:34]([C:36]([O:38][CH2:39][CH3:40])=[O:37])[CH:35]=2)[C:17]=1[N:18]1[CH2:23][CH2:22][C:21]([O:25][CH2:26][CH2:27][CH2:28][CH2:29][C@H:30]([O:32][Si:51]([C:47]([CH3:50])([CH3:49])[CH3:48])([C:58]2[CH:59]=[CH:60][CH:61]=[CH:62][CH:63]=2)[C:52]2[CH:57]=[CH:56][CH:55]=[CH:54][CH:53]=2)[CH3:31])([CH3:24])[CH2:20][CH2:19]1)[C:7]([O:9][CH2:10][CH3:11])=[O:8])([CH3:2])([CH3:3])[CH3:4]. The yield is 0.880. (3) The yield is 0.580. The catalyst is CN(C=O)C.O. The product is [CH3:1][N:2]1[CH2:7][CH2:6][N:5]([C:8]2[CH:9]=[C:10]([NH:14][C:15]3[N:20]=[C:19]([CH2:21][CH2:22][C:23]4[CH:24]=[C:25]([CH:29]=[CH:30][CH:31]=4)[C:26]([NH2:37])=[O:28])[C:18]([C:32]([F:35])([F:34])[F:33])=[CH:17][N:16]=3)[CH:11]=[CH:12][CH:13]=2)[CH2:4][CH2:3]1. The reactants are [CH3:1][N:2]1[CH2:7][CH2:6][N:5]([C:8]2[CH:9]=[C:10]([NH:14][C:15]3[N:20]=[C:19]([CH2:21][CH2:22][C:23]4[CH:24]=[C:25]([CH:29]=[CH:30][CH:31]=4)[C:26]([OH:28])=O)[C:18]([C:32]([F:35])([F:34])[F:33])=[CH:17][N:16]=3)[CH:11]=[CH:12][CH:13]=2)[CH2:4][CH2:3]1.C[N:37](C(ON1N=NC2C=CC=NC1=2)=[N+](C)C)C.F[P-](F)(F)(F)(F)F.CCN(C(C)C)C(C)C.[NH4+].[OH-].